Dataset: NCI-60 drug combinations with 297,098 pairs across 59 cell lines. Task: Regression. Given two drug SMILES strings and cell line genomic features, predict the synergy score measuring deviation from expected non-interaction effect. (1) Drug 1: C1CCN(CC1)CCOC2=CC=C(C=C2)C(=O)C3=C(SC4=C3C=CC(=C4)O)C5=CC=C(C=C5)O. Drug 2: CC12CCC3C(C1CCC2OP(=O)(O)O)CCC4=C3C=CC(=C4)OC(=O)N(CCCl)CCCl.[Na+]. Cell line: NCI/ADR-RES. Synergy scores: CSS=-2.14, Synergy_ZIP=-0.249, Synergy_Bliss=-4.21, Synergy_Loewe=-5.27, Synergy_HSA=-6.10. (2) Drug 1: C1=NC2=C(N1)C(=S)N=C(N2)N. Drug 2: CC(C)NC(=O)C1=CC=C(C=C1)CNNC.Cl. Cell line: HOP-92. Synergy scores: CSS=23.0, Synergy_ZIP=-6.25, Synergy_Bliss=-2.03, Synergy_Loewe=-14.9, Synergy_HSA=-1.04. (3) Drug 1: C(=O)(N)NO. Drug 2: CC1CCCC2(C(O2)CC(NC(=O)CC(C(C(=O)C(C1O)C)(C)C)O)C(=CC3=CSC(=N3)C)C)C. Cell line: U251. Synergy scores: CSS=38.6, Synergy_ZIP=3.48, Synergy_Bliss=0.458, Synergy_Loewe=-34.0, Synergy_HSA=-3.09. (4) Drug 1: C1=C(C(=O)NC(=O)N1)F. Drug 2: CN(CC1=CN=C2C(=N1)C(=NC(=N2)N)N)C3=CC=C(C=C3)C(=O)NC(CCC(=O)O)C(=O)O. Cell line: K-562. Synergy scores: CSS=33.8, Synergy_ZIP=-4.81, Synergy_Bliss=-6.24, Synergy_Loewe=-6.10, Synergy_HSA=-2.67. (5) Synergy scores: CSS=14.7, Synergy_ZIP=14.0, Synergy_Bliss=15.9, Synergy_Loewe=17.2, Synergy_HSA=16.9. Cell line: CAKI-1. Drug 2: CC1C(C(=O)NC(C(=O)N2CCCC2C(=O)N(CC(=O)N(C(C(=O)O1)C(C)C)C)C)C(C)C)NC(=O)C3=C4C(=C(C=C3)C)OC5=C(C(=O)C(=C(C5=N4)C(=O)NC6C(OC(=O)C(N(C(=O)CN(C(=O)C7CCCN7C(=O)C(NC6=O)C(C)C)C)C)C(C)C)C)N)C. Drug 1: CC1=C(C=C(C=C1)NC2=NC=CC(=N2)N(C)C3=CC4=NN(C(=C4C=C3)C)C)S(=O)(=O)N.Cl.